Dataset: Full USPTO retrosynthesis dataset with 1.9M reactions from patents (1976-2016). Task: Predict the reactants needed to synthesize the given product. (1) Given the product [C:1]([C:5]1[O:9][N:8]=[C:7]([C:10]2[CH:15]=[C:14]([O:25][CH2:24][CH:22]3[CH2:23][O:20][CH2:21]3)[C:13]([CH:17]3[CH2:19][CH2:18]3)=[CH:12][N:11]=2)[N:6]=1)([CH3:4])([CH3:3])[CH3:2], predict the reactants needed to synthesize it. The reactants are: [C:1]([C:5]1[O:9][N:8]=[C:7]([C:10]2[CH:15]=[C:14](Cl)[C:13]([CH:17]3[CH2:19][CH2:18]3)=[CH:12][N:11]=2)[N:6]=1)([CH3:4])([CH3:3])[CH3:2].[O:20]1[CH2:23][CH:22]([CH2:24][OH:25])[CH2:21]1. (2) Given the product [C:1]([O:5][C:6]([N:8]1[CH2:13][CH2:12][C@H:11]([NH:17][C@@H:18]([C:19]2[CH:24]=[CH:23][CH:22]=[CH:21][CH:20]=2)[CH3:25])[C@@H:10]([CH3:15])[CH2:9]1)=[O:7])([CH3:4])([CH3:3])[CH3:2], predict the reactants needed to synthesize it. The reactants are: [C:1]([O:5][C:6]([N:8]1[CH2:13][CH2:12][C:11](=O)[CH:10]([CH3:15])[CH2:9]1)=[O:7])([CH3:4])([CH3:3])[CH3:2].C[NH:17][CH2:18][C:19]1[CH:24]=[CH:23][CH:22]=[CH:21][CH:20]=1.[C:25](O[BH-](OC(=O)C)OC(=O)C)(=O)C.[Na+]. (3) Given the product [N:2]([C:3]1[C:4]([O:27][CH2:28][CH3:29])=[CH:5][CH:6]=[C:7]2[C:12]=1[CH:11]=[N:10][CH:9]=[C:8]2[C:13](=[O:14])[C:15]1[CH:20]=[C:19]([O:21][CH3:22])[C:18]([O:23][CH3:24])=[C:17]([O:25][CH3:26])[CH:16]=1)=[N+:35]=[N-:36], predict the reactants needed to synthesize it. The reactants are: Cl.[NH2:2][C:3]1[C:4]([O:27][CH2:28][CH3:29])=[CH:5][CH:6]=[C:7]2[C:12]=1[CH:11]=[N:10][CH:9]=[C:8]2[C:13]([C:15]1[CH:20]=[C:19]([O:21][CH3:22])[C:18]([O:23][CH3:24])=[C:17]([O:25][CH3:26])[CH:16]=1)=[O:14].Cl.N([O-])=O.[Na+].[N-:35]=[N+:36]=[N-].[Na+]. (4) Given the product [CH2:1]([N:21]1[C:20]([CH3:31])([CH3:19])[C:28]2[C:23](=[CH:24][CH:25]=[CH:26][CH:27]=2)[C:22]1([CH3:30])[CH3:29])[C:2]1[CH:7]=[CH:6][CH:5]=[CH:4][CH:3]=1, predict the reactants needed to synthesize it. The reactants are: [CH2:1](N1C(=O)[C:7]2=[CH:6][CH:5]=[CH:4][CH:3]=[C:2]2[C:1]1=O)[C:2]1[CH:7]=[CH:6][CH:5]=[CH:4][CH:3]=1.[CH3:19][C:20]1([CH3:31])[C:28]2[C:23](=[CH:24][CH:25]=[CH:26][CH:27]=2)[C:22]([CH3:30])([CH3:29])[NH:21]1.CI.[Mg]. (5) Given the product [CH3:1][N:2]([CH3:32])[C:3]([C:5]1[N:26]([CH:27]2[CH2:31][CH2:30][CH2:29][CH2:28]2)[C:8]2[N:9]=[C:10]([NH:13][C:14]3[CH:19]=[CH:18][C:17]([N:20]4[CH2:21][CH2:22][N:23]([CH2:34][CH:35]5[CH2:40][CH2:39][CH2:38][CH2:37][CH2:36]5)[CH2:24][CH2:25]4)=[CH:16][N:15]=3)[N:11]=[CH:12][C:7]=2[CH:6]=1)=[O:4], predict the reactants needed to synthesize it. The reactants are: [CH3:1][N:2]([CH3:32])[C:3]([C:5]1[N:26]([CH:27]2[CH2:31][CH2:30][CH2:29][CH2:28]2)[C:8]2[N:9]=[C:10]([NH:13][C:14]3[CH:19]=[CH:18][C:17]([N:20]4[CH2:25][CH2:24][NH:23][CH2:22][CH2:21]4)=[CH:16][N:15]=3)[N:11]=[CH:12][C:7]=2[CH:6]=1)=[O:4].Br[CH2:34][CH:35]1[CH2:40][CH2:39][CH2:38][CH2:37][CH2:36]1. (6) Given the product [O:43]=[C:37]1[CH:36]([N:30]2[CH2:29][C:28]3[C:32](=[CH:33][CH:34]=[C:26]([CH2:25][NH:24][C:3](=[O:5])[C:2]([F:1])([F:17])[C:6]4[CH:11]=[CH:10][C:9]([F:12])=[CH:8][C:7]=4[O:13][CH:14]([CH3:16])[CH3:15])[CH:27]=3)[C:31]2=[O:35])[CH2:41][CH2:40][C:39](=[O:42])[NH:38]1, predict the reactants needed to synthesize it. The reactants are: [F:1][C:2]([F:17])([C:6]1[CH:11]=[CH:10][C:9]([F:12])=[CH:8][C:7]=1[O:13][CH:14]([CH3:16])[CH3:15])[C:3]([OH:5])=O.O=P(Cl)(Cl)Cl.Cl.[NH2:24][CH2:25][C:26]1[CH:27]=[C:28]2[C:32](=[CH:33][CH:34]=1)[C:31](=[O:35])[N:30]([CH:36]1[CH2:41][CH2:40][C:39](=[O:42])[NH:38][C:37]1=[O:43])[CH2:29]2.C(=O)(O)[O-].[Na+]. (7) Given the product [C:16]1(=[O:25])[N:15]([CH2:14][CH2:13][CH2:12][CH2:11][O:9][C:4]2[CH:3]=[C:2]([Br:1])[CH:7]=[C:6]([Br:8])[CH:5]=2)[C:19](=[O:20])[C:18]2=[CH:21][CH:22]=[CH:23][CH:24]=[C:17]12, predict the reactants needed to synthesize it. The reactants are: [Br:1][C:2]1[CH:3]=[C:4]([OH:9])[CH:5]=[C:6]([Br:8])[CH:7]=1.Br[CH2:11][CH2:12][CH2:13][CH2:14][N:15]1[C:19](=[O:20])[C:18]2=[CH:21][CH:22]=[CH:23][CH:24]=[C:17]2[C:16]1=[O:25].C([O-])([O-])=O.[K+].[K+].C1OCCOCCOCCOCCOCCOC1. (8) The reactants are: [H-].[H-].[H-].[H-].[Li+].[Al+3].C([O:9][C:10]([C:12]1[S:13][CH:14]=[C:15]([C:17]2[CH:22]=[CH:21][C:20]([C:23]([F:26])([F:25])[F:24])=[CH:19][CH:18]=2)[N:16]=1)=O)C. Given the product [F:26][C:23]([F:24])([F:25])[C:20]1[CH:19]=[CH:18][C:17]([C:15]2[N:16]=[C:12]([CH2:10][OH:9])[S:13][CH:14]=2)=[CH:22][CH:21]=1, predict the reactants needed to synthesize it.